From a dataset of Forward reaction prediction with 1.9M reactions from USPTO patents (1976-2016). Predict the product of the given reaction. (1) Given the reactants [Br:1][CH2:2][CH2:3][CH:4]=[CH2:5].[N+](=[CH:8][C:9]([O:11][CH2:12][CH3:13])=[O:10])=[N-], predict the reaction product. The product is: [Br:1][CH2:2][CH2:3][CH:4]1[CH2:5][CH:8]1[C:9]([O:11][CH2:12][CH3:13])=[O:10]. (2) Given the reactants [F:1][C:2]([F:14])([F:13])[C:3]1[CH:4]=[C:5]([CH:8]=[CH:9][C:10]=1[O:11][CH3:12])[CH:6]=O.[CH:15]([NH2:17])=[O:16].C(O)=O.O, predict the reaction product. The product is: [CH3:12][O:11][C:10]1[CH:9]=[CH:8][C:5]([CH2:6][NH:17][CH:15]=[O:16])=[CH:4][C:3]=1[C:2]([F:14])([F:13])[F:1].